From a dataset of Reaction yield outcomes from USPTO patents with 853,638 reactions. Predict the reaction yield, written as a fraction of the theoretical maximum amount of product (1.0 means a 100% yield; for example, 0.34 means a 34% yield). The yield is 0.547. The catalyst is CN(C=O)C.O. The reactants are [C:1]([C:3]1[CH:8]=[CH:7][C:6]([C:9]2[CH:10]=[N:11][N:12]([C:15]3[CH:23]=[CH:22][C:18]([C:19](O)=[O:20])=[CH:17][N:16]=3)[C:13]=2[OH:14])=[CH:5][CH:4]=1)#[N:2].CCN=C=NCCCN(C)C.C1[CH:40]=[C:39]2[N:41]=NN(O)[C:38]2=CC=1.O.CCN(C(C)C)C(C)C.CC(N)C.Cl. The product is [C:1]([C:3]1[CH:4]=[CH:5][C:6]([C:9]2[CH:10]=[N:11][N:12]([C:15]3[CH:23]=[CH:22][C:18]([C:19]([NH:41][CH:39]([CH3:40])[CH3:38])=[O:20])=[CH:17][N:16]=3)[C:13]=2[OH:14])=[CH:7][CH:8]=1)#[N:2].